From a dataset of Peptide-MHC class I binding affinity with 185,985 pairs from IEDB/IMGT. Regression. Given a peptide amino acid sequence and an MHC pseudo amino acid sequence, predict their binding affinity value. This is MHC class I binding data. The peptide sequence is SSVANIDSL. The MHC is H-2-Db with pseudo-sequence H-2-Db. The binding affinity (normalized) is 0.402.